Dataset: Reaction yield outcomes from USPTO patents with 853,638 reactions. Task: Predict the reaction yield, written as a fraction of the theoretical maximum amount of product (1.0 means a 100% yield; for example, 0.34 means a 34% yield). (1) The reactants are [CH2:1]([C@@H:3]1[CH2:8][N:7]([CH2:9][C:10]2[CH:15]=[CH:14][CH:13]=[CH:12][CH:11]=2)[C@H:6]([CH3:16])[CH2:5][NH:4]1)[CH3:2].C=O.[C:19](O[BH-](OC(=O)C)OC(=O)C)(=O)C.[Na+]. The catalyst is ClCCl. The product is [CH2:1]([C@@H:3]1[CH2:8][N:7]([CH2:9][C:10]2[CH:15]=[CH:14][CH:13]=[CH:12][CH:11]=2)[C@H:6]([CH3:16])[CH2:5][N:4]1[CH3:19])[CH3:2]. The yield is 0.910. (2) The reactants are [OH:1][C@H:2]1[CH2:7][CH2:6][C@H:5]([N:8]2[C:13](=[O:14])[C:12]([CH2:15][C:16]3[CH:21]=[CH:20][C:19]([C:22]4[C:23]([C:28]#[N:29])=[CH:24][CH:25]=[CH:26][CH:27]=4)=[C:18]([CH3:30])[CH:17]=3)=[C:11]([CH2:31][CH2:32][CH3:33])[N:10]3[N:34]=[C:35]([CH3:37])[N:36]=[C:9]23)[CH2:4][CH2:3]1.[N+](=[CH:40][C:41]([O:43][CH2:44][CH3:45])=[O:42])=[N-].O. The catalyst is C1(C)C=CC=CC=1.C([O-])(=O)C.[Rh+]. The product is [C:28]([C:23]1[CH:24]=[CH:25][CH:26]=[CH:27][C:22]=1[C:19]1[CH:20]=[CH:21][C:16]([CH2:15][C:12]2[C:13](=[O:14])[N:8]([C@H:5]3[CH2:6][CH2:7][C@H:2]([O:1][CH2:40][C:41]([O:43][CH2:44][CH3:45])=[O:42])[CH2:3][CH2:4]3)[C:9]3[N:10]([N:34]=[C:35]([CH3:37])[N:36]=3)[C:11]=2[CH2:31][CH2:32][CH3:33])=[CH:17][C:18]=1[CH3:30])#[N:29]. The yield is 0.600.